Dataset: Tox21: 12 toxicity assays (nuclear receptors and stress response pathways). Task: Binary classification across 12 toxicity assays. (1) The drug is CCc1ccc(C(c2ccc(CC)cc2)C(Cl)Cl)cc1. It tested positive (active) for: SR-MMP (Mitochondrial Membrane Potential disruption). (2) The drug is OC(c1ccc(Cl)cc1)(c1cncnc1)c1ccccc1Cl. It tested positive (active) for: NR-Aromatase (Aromatase enzyme inhibition), NR-ER (Estrogen Receptor agonist activity), NR-ER-LBD (Estrogen Receptor Ligand Binding Domain agonist), SR-ARE (Antioxidant Response Element (oxidative stress)), and SR-MMP (Mitochondrial Membrane Potential disruption). (3) The drug is Cc1c([N+](=O)[O-])c(C)c([N+](=O)[O-])c(C(C)(C)C)c1[N+](=O)[O-]. It tested positive (active) for: SR-MMP (Mitochondrial Membrane Potential disruption). (4) The drug is O=C(O)c1ccccc1. It tested positive (active) for: NR-ER (Estrogen Receptor agonist activity). (5) The molecule is CCN(CC)C(=O)N[C@@H]1C=C2c3cccc4[nH]cc(c34)C[C@@H]2N(C)C1. It tested positive (active) for: NR-AhR (Aryl hydrocarbon Receptor agonist activity), and SR-MMP (Mitochondrial Membrane Potential disruption). (6) The compound is CC(C)[N+](C)(CCOC(=O)C1c2ccccc2Oc2ccccc21)C(C)C. It tested positive (active) for: NR-PPAR-gamma (PPAR-gamma nuclear receptor agonist). (7) The molecule is CC(C)=CCC/C(C)=C/C=C\C(C)=C\C=C\C(C)=C\C=C/C=C(C)/C=C/C=C(C)/C=C\C=C(/C)CCC=C(C)C. It tested positive (active) for: NR-AR-LBD (Androgen Receptor Ligand Binding Domain agonist), NR-ER (Estrogen Receptor agonist activity), and NR-ER-LBD (Estrogen Receptor Ligand Binding Domain agonist). (8) The molecule is Cc1cc(=O)oc2cc(O)cc(O)c12. It tested positive (active) for: NR-AhR (Aryl hydrocarbon Receptor agonist activity), and SR-MMP (Mitochondrial Membrane Potential disruption). (9) The molecule is Clc1ccc(Cn2c(CN3CCCC3)nc3ccccc32)cc1. It tested positive (active) for: SR-HSE (Heat Shock Element response). (10) The molecule is CN(C)C(=O)Nc1ccc(Oc2ccc(Cl)cc2)cc1. It tested positive (active) for: NR-AhR (Aryl hydrocarbon Receptor agonist activity), NR-Aromatase (Aromatase enzyme inhibition), SR-ARE (Antioxidant Response Element (oxidative stress)), and SR-MMP (Mitochondrial Membrane Potential disruption).